Dataset: Catalyst prediction with 721,799 reactions and 888 catalyst types from USPTO. Task: Predict which catalyst facilitates the given reaction. (1) Reactant: Cl.[CH:2]12[NH:9][CH:6]([CH2:7][CH2:8]1)[CH2:5][C:4](=[O:10])[CH2:3]2.Br[CH2:12][C:13]1[CH:22]=[CH:21][C:16]([C:17]([O:19][CH3:20])=[O:18])=[CH:15][CH:14]=1.C(=O)([O-])[O-].[K+].[K+]. Product: [O:10]=[C:4]1[CH2:3][CH:2]2[N:9]([CH2:12][C:13]3[CH:22]=[CH:21][C:16]([C:17]([O:19][CH3:20])=[O:18])=[CH:15][CH:14]=3)[CH:6]([CH2:7][CH2:8]2)[CH2:5]1. The catalyst class is: 10. (2) Reactant: [F:1][C:2]1[N:3]=[CH:4][C:5]2[C:10]([CH:11]=1)=[CH:9][C:8]([C:12]([O:14]C)=[O:13])=[CH:7][CH:6]=2.O.[OH-].[Li+]. Product: [F:1][C:2]1[N:3]=[CH:4][C:5]2[C:10]([CH:11]=1)=[CH:9][C:8]([C:12]([OH:14])=[O:13])=[CH:7][CH:6]=2. The catalyst class is: 87. (3) Product: [O:34]=[C:6]([NH:43][C@@H:36]([C:37]1[CH:42]=[CH:41][CH:40]=[CH:39][CH:38]=1)[CH3:35])[C:7]([C@@H:9]([NH:14][C:15](=[O:33])[O:16][C@@H:17]([CH2:21][C:22]1[O:23][C:24]([C:27]2[CH:32]=[CH:31][CH:30]=[CH:29][CH:28]=2)=[N:25][N:26]=1)[CH:18]([CH3:20])[CH3:19])[CH2:10][CH2:11][CH2:12][CH3:13])=[O:8]. The catalyst class is: 4. Reactant: O=[O+][O-].C([C:6](=[O:34])[C:7]([C@@H:9]([NH:14][C:15](=[O:33])[O:16][C@@H:17]([CH2:21][C:22]1[O:23][C:24]([C:27]2[CH:32]=[CH:31][CH:30]=[CH:29][CH:28]=2)=[N:25][N:26]=1)[CH:18]([CH3:20])[CH3:19])[CH2:10][CH2:11][CH2:12][CH3:13])=[O:8])#N.[CH3:35][C@@H:36]([NH2:43])[C:37]1[CH:42]=[CH:41][CH:40]=[CH:39][CH:38]=1. (4) Reactant: [OH-:1].[K+].[Br:3][C:4]1[CH:5]=[CH:6][C:7]([C:18]#N)=[C:8]([CH:17]=1)[CH2:9][O:10][CH2:11][C:12]([O:14]CC)=[O:13].Cl.C[OH:22]. Product: [Br:3][C:4]1[CH:5]=[CH:6][C:7]([C:18]([OH:22])=[O:1])=[C:8]([CH2:9][O:10][CH2:11][C:12]([OH:14])=[O:13])[CH:17]=1. The catalyst class is: 6. (5) Reactant: Cl[C:2]1[N:7]=[C:6]([C:8]([F:11])([F:10])[F:9])[CH:5]=[CH:4][N:3]=1.[NH2:12][C:13]1[CH:14]=[C:15]([C:19]2[S:23][C:22]([C:24]([CH:27]3[CH2:32][CH2:31][N:30]([C:33]([O:35][C:36]([CH3:39])([CH3:38])[CH3:37])=[O:34])[CH2:29][CH2:28]3)([OH:26])[CH3:25])=[N:21][CH:20]=2)[CH:16]=[CH:17][CH:18]=1.C([O-])([O-])=O.[Cs+].[Cs+].CC1(C)C2C(=C(P(C3C=CC=CC=3)C3C=CC=CC=3)C=CC=2)OC2C(P(C3C=CC=CC=3)C3C=CC=CC=3)=CC=CC1=2. Product: [OH:26][C:24]([CH:27]1[CH2:32][CH2:31][N:30]([C:33]([O:35][C:36]([CH3:39])([CH3:38])[CH3:37])=[O:34])[CH2:29][CH2:28]1)([C:22]1[S:23][C:19]([C:15]2[CH:16]=[CH:17][CH:18]=[C:13]([NH:12][C:2]3[N:7]=[C:6]([C:8]([F:11])([F:10])[F:9])[CH:5]=[CH:4][N:3]=3)[CH:14]=2)=[CH:20][N:21]=1)[CH3:25]. The catalyst class is: 160. (6) Reactant: [C:1]([O:5][C:6]([N:8]1[CH2:13][CH2:12][C:11]2[S:14][C:15]([C:17]([OH:19])=O)=[CH:16][C:10]=2[CH2:9]1)=[O:7])([CH3:4])([CH3:3])[CH3:2].Cl.[CH3:21][NH:22][O:23][CH3:24].C1C=NC2N(O)N=NC=2C=1.C(N(C(C)C)CC)(C)C.CCN=C=NCCCN(C)C. The catalyst class is: 2. Product: [CH3:24][O:23][N:22]([CH3:21])[C:17]([C:15]1[S:14][C:11]2[CH2:12][CH2:13][N:8]([C:6]([O:5][C:1]([CH3:2])([CH3:3])[CH3:4])=[O:7])[CH2:9][C:10]=2[CH:16]=1)=[O:19]. (7) Reactant: [CH2:1]([C:5]1[C:9](=[NH:10])[S:8][N:7]([C:11]([CH3:15])([CH3:14])[CH2:12][F:13])[CH:6]=1)[CH2:2][CH2:3][CH3:4].[CH3:16][O:17][C:18]1[CH:26]=[CH:25][C:24]([C:27]([F:30])([F:29])[F:28])=[CH:23][C:19]=1[C:20](Cl)=[O:21].C(N(CC)CC)C. The catalyst class is: 1. Product: [CH2:1]([C:5]1=[CH:6][N:7]([C:11]([CH3:14])([CH3:15])[CH2:12][F:13])[S:8]/[C:9]/1=[N:10]\[C:20](=[O:21])[C:19]1[CH:23]=[C:24]([C:27]([F:29])([F:30])[F:28])[CH:25]=[CH:26][C:18]=1[O:17][CH3:16])[CH2:2][CH2:3][CH3:4].